Task: Predict the reactants needed to synthesize the given product.. Dataset: Full USPTO retrosynthesis dataset with 1.9M reactions from patents (1976-2016) (1) Given the product [CH2:31]([NH:30][C:26]1[N:25]=[C:24]([C:23]2[C:18]3[C:19](=[N:20][C:15]([NH:14][CH:11]4[CH2:12][CH2:13][CH:8]([NH2:7])[CH2:9][CH2:10]4)=[N:16][CH:17]=3)[NH:21][N:22]=2)[CH:29]=[CH:28][N:27]=1)[C:32]1[CH:37]=[CH:36][CH:35]=[CH:34][CH:33]=1, predict the reactants needed to synthesize it. The reactants are: C(OC(=O)[NH:7][CH:8]1[CH2:13][CH2:12][CH:11]([NH:14][C:15]2[N:20]=[C:19]3[NH:21][N:22]=[C:23]([C:24]4[CH:29]=[CH:28][N:27]=[C:26]([NH:30][CH2:31][C:32]5[CH:37]=[CH:36][CH:35]=[CH:34][CH:33]=5)[N:25]=4)[C:18]3=[CH:17][N:16]=2)[CH2:10][CH2:9]1)(C)(C)C. (2) Given the product [CH2:1]([O:3][C:4]([C:6]1[N:7]=[C:8]([N:22]2[CH2:27][CH2:26][CH2:25][CH2:24][S:23]2(=[O:28])=[O:29])[N:9]([CH3:21])[C:10](=[O:20])[C:11]=1[OH:12])=[O:5])[CH3:2], predict the reactants needed to synthesize it. The reactants are: [CH2:1]([O:3][C:4]([C:6]1[N:7]=[C:8]([N:22]2[CH2:27][CH2:26][CH2:25][CH2:24][S:23]2(=[O:29])=[O:28])[N:9]([CH3:21])[C:10](=[O:20])[C:11]=1[O:12]CC1C=CC=CC=1)=[O:5])[CH3:2].[H][H]. (3) Given the product [Cl:26][C:25]1[C:20]2[N:19]=[C:18]3[N:13]([C:10]4[CH:11]=[CH:12][C:7]([N:40]([CH3:41])[CH3:39])=[N:8][C:9]=4[CH3:36])[CH2:14][CH2:15][CH2:16][N:17]3[C:21]=2[C:22]([CH:27]([O:32][CH:33]([F:34])[F:35])[C:28]([F:29])([F:30])[F:31])=[CH:23][CH:24]=1, predict the reactants needed to synthesize it. The reactants are: FC(F)(F)S(O[C:7]1[CH:12]=[CH:11][C:10]([N:13]2[C:18]3=[N:19][C:20]4[C:25]([Cl:26])=[CH:24][CH:23]=[C:22]([CH:27]([O:32][CH:33]([F:35])[F:34])[C:28]([F:31])([F:30])[F:29])[C:21]=4[N:17]3[CH2:16][CH2:15][CH2:14]2)=[C:9]([CH3:36])[N:8]=1)(=O)=O.[CH3:39][NH:40][CH3:41]. (4) Given the product [C:1]([O:5][C:6]([N:8]1[C:16]2[C:11](=[CH:12][C:13]([O:17][CH2:19][C:20]3[CH:25]=[CH:24][C:23]([C:26]4[CH:31]=[CH:30][CH:29]=[CH:28][CH:27]=4)=[C:22]([O:32][C:33]([F:34])([F:35])[F:36])[CH:21]=3)=[CH:14][CH:15]=2)[CH2:10][CH2:9]1)=[O:7])([CH3:4])([CH3:2])[CH3:3], predict the reactants needed to synthesize it. The reactants are: [C:1]([O:5][C:6]([N:8]1[C:16]2[C:11](=[CH:12][C:13]([OH:17])=[CH:14][CH:15]=2)[CH2:10][CH2:9]1)=[O:7])([CH3:4])([CH3:3])[CH3:2].Cl[CH2:19][C:20]1[CH:25]=[CH:24][C:23]([C:26]2[CH:31]=[CH:30][CH:29]=[CH:28][CH:27]=2)=[C:22]([O:32][C:33]([F:36])([F:35])[F:34])[CH:21]=1.C(=O)([O-])[O-].[K+].[K+].C(=O)(O)[O-].[Na+]. (5) Given the product [NH2:1][C:4]1[CH:9]=[CH:8][N:7]=[CH:6][C:5]=1[O:11][C:12]1[CH:17]=[CH:16][C:15]([Cl:18])=[CH:14][CH:13]=1, predict the reactants needed to synthesize it. The reactants are: [N+:1]([C:4]1[CH:9]=[CH:8][N+:7]([O-])=[CH:6][C:5]=1[O:11][C:12]1[CH:17]=[CH:16][C:15]([Cl:18])=[CH:14][CH:13]=1)([O-])=O.O.[OH-].[Na+]. (6) Given the product [CH2:6]1[O:18][C:9]2([CH2:14][CH2:13][CH:12]([C:15]([CH3:1])=[CH2:16])[CH2:11][CH2:10]2)[O:8][CH2:7]1, predict the reactants needed to synthesize it. The reactants are: [CH2:1]([Li])CCC.[CH2:6]1[O:18][C:9]2([CH2:14][CH2:13][CH:12]([C:15](=O)[CH3:16])[CH2:11][CH2:10]2)[O:8][CH2:7]1. (7) Given the product [Cl:11][C:9]1[CH:10]=[C:2]([C:22]#[N:23])[CH:3]=[C:4]2[C:8]=1[C:7](=[O:12])[N:6]([CH2:13][CH:14]1[CH2:19][CH2:18][C:17]([F:21])([F:20])[CH2:16][CH2:15]1)[CH2:5]2, predict the reactants needed to synthesize it. The reactants are: Br[C:2]1[CH:3]=[C:4]2[C:8](=[C:9]([Cl:11])[CH:10]=1)[C:7](=[O:12])[N:6]([CH2:13][CH:14]1[CH2:19][CH2:18][C:17]([F:21])([F:20])[CH2:16][CH2:15]1)[CH2:5]2.[CH3:22][N:23](C=O)C. (8) Given the product [C:13]12([CH2:23][C:24]([NH:1][N:2]3[C:7](=[O:8])[C:6]4[CH:9]=[CH:10][S:11][C:5]=4[N:4]=[C:3]3[CH3:12])=[O:25])[CH2:20][CH:19]3[CH2:18][CH:17]([CH2:16][CH:15]([CH2:21]3)[CH2:14]1)[CH2:22]2, predict the reactants needed to synthesize it. The reactants are: [NH2:1][N:2]1[C:7](=[O:8])[C:6]2[CH:9]=[CH:10][S:11][C:5]=2[N:4]=[C:3]1[CH3:12].[C:13]12([CH2:23][C:24](Cl)=[O:25])[CH2:22][CH:17]3[CH2:18][CH:19]([CH2:21][CH:15]([CH2:16]3)[CH2:14]1)[CH2:20]2. (9) The reactants are: CC1(C)CCCC(C)(C)N1.C([Li])CCC.[CH3:16][O:17][C:18]1[N:19]=[N:20][CH:21]=[CH:22][CH:23]=1.[Br:24][C:25]1[CH:30]=[CH:29][C:28]([C@@H:31]([C:39]2[CH:44]=[CH:43][CH:42]=[CH:41][C:40]=2[CH3:45])[CH2:32][C:33](N(OC)C)=[O:34])=[CH:27][CH:26]=1.[Cl-].[NH4+]. Given the product [Br:24][C:25]1[CH:26]=[CH:27][C:28]([C@@H:31]([C:39]2[CH:44]=[CH:43][CH:42]=[CH:41][C:40]=2[CH3:45])[CH2:32][C:33]([C:23]2[CH:22]=[CH:21][N:20]=[N:19][C:18]=2[O:17][CH3:16])=[O:34])=[CH:29][CH:30]=1, predict the reactants needed to synthesize it. (10) Given the product [F:9][C:8]([F:11])([F:10])[C:5]1[CH:6]=[CH:7][C:2]([O:12][C:13]2[CH:14]=[C:15]([CH:19]3[CH2:22][C:21]4([CH2:23][CH2:24][N:25]([C:28]([O:30][C:31]([CH3:34])([CH3:33])[CH3:32])=[O:29])[CH2:26][CH2:27]4)[CH2:20]3)[CH:16]=[CH:17][CH:18]=2)=[N:3][CH:4]=1, predict the reactants needed to synthesize it. The reactants are: Cl[C:2]1[CH:7]=[CH:6][C:5]([C:8]([F:11])([F:10])[F:9])=[CH:4][N:3]=1.[OH:12][C:13]1[CH:14]=[C:15]([CH:19]2[CH2:22][C:21]3([CH2:27][CH2:26][N:25]([C:28]([O:30][C:31]([CH3:34])([CH3:33])[CH3:32])=[O:29])[CH2:24][CH2:23]3)[CH2:20]2)[CH:16]=[CH:17][CH:18]=1.C(=O)([O-])[O-].[Cs+].[Cs+].